The task is: Predict the reactants needed to synthesize the given product.. This data is from Full USPTO retrosynthesis dataset with 1.9M reactions from patents (1976-2016). (1) Given the product [Cl:1][C:2]1[CH:7]=[CH:6][C:5]([C:8]([N:10]2[C:11]3[C:16](=[CH:15][CH:14]=[CH:13][CH:12]=3)[CH2:17][CH2:18][CH2:19]2)=[O:9])=[CH:4][C:3]=1[N:20]1[C:26](=[O:28])[C:25]2[C:24](=[CH:33][CH:32]=[CH:31][CH:30]=2)[NH:23][C:21]1=[O:22], predict the reactants needed to synthesize it. The reactants are: [Cl:1][C:2]1[CH:7]=[CH:6][C:5]([C:8]([N:10]2[C:19]3[C:14](=[CH:15][CH:16]=[CH:17][CH:18]=3)[CH2:13][CH2:12][CH2:11]2)=[O:9])=[CH:4][C:3]=1[NH:20][C:21]([NH:23][C:24]1[CH:33]=[CH:32][CH:31]=[CH:30][C:25]=1[C:26]([O:28]C)=O)=[O:22].[OH-].[K+].Cl. (2) Given the product [CH3:1][C@H:2]1[CH2:3][N:4]([S:8]([C:11]2[CH:12]=[CH:13][C:14]([C:17]([F:20])([F:18])[F:19])=[CH:15][CH:16]=2)(=[O:9])=[O:10])[CH2:5][CH2:6][N:7]1[C:64]([C:61]1[CH:60]=[CH:59][C:58]([C:56]#[N:57])=[N:63][CH:62]=1)=[O:65], predict the reactants needed to synthesize it. The reactants are: [CH3:1][C@@H:2]1[NH:7][CH2:6][CH2:5][N:4]([S:8]([C:11]2[CH:16]=[CH:15][C:14]([C:17]([F:20])([F:19])[F:18])=[CH:13][CH:12]=2)(=[O:10])=[O:9])[CH2:3]1.C1C=CC2N(O)N=NC=2C=1.O.CN(C(ON1N=NC2C=CC=CC1=2)=[N+](C)C)C.F[P-](F)(F)(F)(F)F.[C:56]([C:58]1[N:63]=[CH:62][C:61]([C:64](O)=[O:65])=[CH:60][CH:59]=1)#[N:57].CCN(C(C)C)C(C)C.